This data is from Forward reaction prediction with 1.9M reactions from USPTO patents (1976-2016). The task is: Predict the product of the given reaction. (1) Given the reactants [S:1]([C:12]1[CH:17]=[CH:16][CH:15]=[CH:14][CH:13]=1)[C@H:2]1[O:10][C@@H:9]([CH3:11])[C@@H:7]([OH:8])[C@@H:5]([OH:6])[C@@H:3]1[OH:4].[CH2:18](Cl)[C:19]1[CH:24]=[CH:23][CH:22]=[CH:21][CH:20]=1.[OH-].[Na+].CO, predict the reaction product. The product is: [CH2:18]([O:4][C@H:3]1[C@H:5]([O:6][CH2:18][C:19]2[CH:24]=[CH:23][CH:22]=[CH:21][CH:20]=2)[C@H:7]([O:8][CH2:18][C:19]2[CH:24]=[CH:23][CH:22]=[CH:21][CH:20]=2)[C@H:9]([CH3:11])[O:10][C@@H:2]1[S:1][C:12]1[CH:13]=[CH:14][CH:15]=[CH:16][CH:17]=1)[C:19]1[CH:24]=[CH:23][CH:22]=[CH:21][CH:20]=1. (2) Given the reactants [C:1]([O:5][C:6]([NH:8][CH2:9][CH2:10][CH2:11][CH2:12][CH2:13][C:14]([OH:16])=[O:15])=[O:7])([CH3:4])([CH3:3])[CH3:2].Cl.[CH2:18](N=C=NCCCN(C)C)C, predict the reaction product. The product is: [C:1]([O:5][C:6]([NH:8][CH2:9][CH2:10][CH2:11][CH2:12][CH2:13][C:14]([O:16][CH3:18])=[O:15])=[O:7])([CH3:4])([CH3:2])[CH3:3]. (3) Given the reactants [OH:1][CH:2]1[CH2:7][CH2:6][N:5]([C:8]([O:10][C:11]([CH3:14])([CH3:13])[CH3:12])=[O:9])[CH2:4][CH2:3]1.[H-].[Na+].[NH2:17][C:18]1[C:23]([N+:24]([O-:26])=[O:25])=[CH:22][CH:21]=[C:20](Cl)[N:19]=1, predict the reaction product. The product is: [NH2:17][C:18]1[N:19]=[C:20]([O:1][CH:2]2[CH2:3][CH2:4][N:5]([C:8]([O:10][C:11]([CH3:14])([CH3:13])[CH3:12])=[O:9])[CH2:6][CH2:7]2)[CH:21]=[CH:22][C:23]=1[N+:24]([O-:26])=[O:25].